From a dataset of Reaction yield outcomes from USPTO patents with 853,638 reactions. Predict the reaction yield, written as a fraction of the theoretical maximum amount of product (1.0 means a 100% yield; for example, 0.34 means a 34% yield). (1) The reactants are [Cl:1][C:2]1[C:3]([NH:19][C:20]2[CH:24]=[C:23]([O:25][CH:26]([CH3:28])[CH3:27])[NH:22][N:21]=2)=[N:4][C:5]([NH:9][C@H:10]([C:12]2[CH:17]=[CH:16][C:15]([F:18])=[CH:14][N:13]=2)[CH3:11])=[N:6][C:7]=1Cl.[OH-].[NH4+:30]. The catalyst is C(O)CCC. The product is [Cl:1][C:2]1[C:3]([NH:19][C:20]2[CH:24]=[C:23]([O:25][CH:26]([CH3:28])[CH3:27])[NH:22][N:21]=2)=[N:4][C:5]([NH:9][C@H:10]([C:12]2[CH:17]=[CH:16][C:15]([F:18])=[CH:14][N:13]=2)[CH3:11])=[N:6][C:7]=1[NH2:30]. The yield is 0.240. (2) The reactants are [I:1][C:2]1[CH:3]=[CH:4][C:5]([NH2:8])=[N:6][CH:7]=1.CCN(CC)CC.[C:16](Cl)(=[O:21])[C:17]([CH3:20])([CH3:19])[CH3:18].C([O-])(O)=O.[Na+]. The catalyst is ClCCl. The product is [I:1][C:2]1[CH:3]=[CH:4][C:5]([NH:8][C:16](=[O:21])[C:17]([CH3:20])([CH3:19])[CH3:18])=[N:6][CH:7]=1. The yield is 0.998. (3) The catalyst is O1CCOCC1.C(OCC)(=O)C. The yield is 0.790. The product is [CH:27]1([C:20]2[C:21]([C:22]3[O:23][C:40]([CH2:41][CH3:42])=[N:25][N:24]=3)=[CH:26][C:17]([C:15]([N:12]3[CH2:11][CH2:10][CH:9]([C:6]4[CH:5]=[CH:4][C:3]([C:1]#[N:2])=[CH:8][CH:7]=4)[CH2:14][CH2:13]3)=[O:16])=[C:18]([CH3:31])[CH:19]=2)[CH2:30][CH2:29][CH2:28]1. The reactants are [C:1]([C:3]1[CH:8]=[CH:7][C:6]([CH:9]2[CH2:14][CH2:13][N:12]([C:15]([C:17]3[C:18]([CH3:31])=[CH:19][C:20]([CH:27]4[CH2:30][CH2:29][CH2:28]4)=[C:21]([CH:26]=3)[C:22]([NH:24][NH2:25])=[O:23])=[O:16])[CH2:11][CH2:10]2)=[CH:5][CH:4]=1)#[N:2].CS(O)(=O)=O.C(O[C:40](OCC)(OCC)[CH2:41][CH3:42])C. (4) The reactants are [N:1]1[CH:6]=[CH:5][N:4]=[CH:3][C:2]=1[C:7](=O)[CH3:8].C([O-])(=O)C.[NH4+:14]. The catalyst is CO.C([BH3-])#N.[Na+]. The product is [N:1]1[CH:6]=[CH:5][N:4]=[CH:3][C:2]=1[CH:7]([NH2:14])[CH3:8]. The yield is 0.750.